This data is from NCI-60 drug combinations with 297,098 pairs across 59 cell lines. The task is: Regression. Given two drug SMILES strings and cell line genomic features, predict the synergy score measuring deviation from expected non-interaction effect. (1) Drug 1: CNC(=O)C1=NC=CC(=C1)OC2=CC=C(C=C2)NC(=O)NC3=CC(=C(C=C3)Cl)C(F)(F)F. Drug 2: C1CN(P(=O)(OC1)NCCCl)CCCl. Cell line: SK-OV-3. Synergy scores: CSS=-5.76, Synergy_ZIP=5.21, Synergy_Bliss=2.61, Synergy_Loewe=-3.91, Synergy_HSA=-6.20. (2) Drug 1: C1=CC(=C2C(=C1NCCNCCO)C(=O)C3=C(C=CC(=C3C2=O)O)O)NCCNCCO. Drug 2: C1=NC(=NC(=O)N1C2C(C(C(O2)CO)O)O)N. Cell line: HS 578T. Synergy scores: CSS=31.3, Synergy_ZIP=0.361, Synergy_Bliss=-0.158, Synergy_Loewe=-8.60, Synergy_HSA=0.654. (3) Drug 1: CS(=O)(=O)C1=CC(=C(C=C1)C(=O)NC2=CC(=C(C=C2)Cl)C3=CC=CC=N3)Cl. Drug 2: C1C(C(OC1N2C=NC3=C(N=C(N=C32)Cl)N)CO)O. Cell line: SN12C. Synergy scores: CSS=8.00, Synergy_ZIP=-4.33, Synergy_Bliss=-1.73, Synergy_Loewe=-25.5, Synergy_HSA=-3.40. (4) Drug 1: CS(=O)(=O)C1=CC(=C(C=C1)C(=O)NC2=CC(=C(C=C2)Cl)C3=CC=CC=N3)Cl. Drug 2: CC1=C2C(C(=O)C3(C(CC4C(C3C(C(C2(C)C)(CC1OC(=O)C(C(C5=CC=CC=C5)NC(=O)C6=CC=CC=C6)O)O)OC(=O)C7=CC=CC=C7)(CO4)OC(=O)C)O)C)OC(=O)C. Cell line: T-47D. Synergy scores: CSS=33.9, Synergy_ZIP=5.93, Synergy_Bliss=8.26, Synergy_Loewe=-11.5, Synergy_HSA=8.96.